Dataset: Catalyst prediction with 721,799 reactions and 888 catalyst types from USPTO. Task: Predict which catalyst facilitates the given reaction. (1) Reactant: C(O[C:6](=O)[N:7](C)[CH2:8][CH:9]1[CH2:14][CH2:13][O:12][CH2:11][CH2:10]1)(C)(C)C.[ClH:17]. Product: [ClH:17].[CH3:6][NH:7][CH2:8][CH:9]1[CH2:14][CH2:13][O:12][CH2:11][CH2:10]1. The catalyst class is: 12. (2) Reactant: O[CH2:2][CH:3]1[N:8]([C:9](=[O:18])[NH:10][C:11]2[CH:16]=[CH:15][CH:14]=[C:13]([CH3:17])[CH:12]=2)[CH2:7][CH2:6][N:5]([C:19]([O:21][C:22]([CH3:25])([CH3:24])[CH3:23])=[O:20])[CH2:4]1.C1(P(C2C=CC=CC=2)C2C=CC=CC=2)C=CC=CC=1.N(C(OCC)=O)=NC(OCC)=O.C1(C)C=CC=CC=1.O. Product: [CH3:17][C:13]1[CH:12]=[C:11]([N:10]2[CH2:2][CH:3]3[CH2:4][N:5]([C:19]([O:21][C:22]([CH3:23])([CH3:24])[CH3:25])=[O:20])[CH2:6][CH2:7][N:8]3[C:9]2=[O:18])[CH:16]=[CH:15][CH:14]=1. The catalyst class is: 9. (3) Reactant: Cl[C:2]([O:4][CH2:5][C:6]1[CH:11]=[CH:10][CH:9]=[CH:8][CH:7]=1)=[O:3].[NH2:12][C@@H:13]1[C:19](=[O:20])[N:18]2[C@H:21]([C:25]([O:27][C:28]([CH3:31])([CH3:30])[CH3:29])=[O:26])[CH2:22][CH2:23][CH2:24][N:17]2[C:16](=[O:32])[CH2:15][CH2:14]1.C([O-])(O)=O.[Na+].O1CCOCC1. Product: [CH2:5]([O:4][C:2]([NH:12][C@@H:13]1[C:19](=[O:20])[N:18]2[C@H:21]([C:25]([O:27][C:28]([CH3:30])([CH3:29])[CH3:31])=[O:26])[CH2:22][CH2:23][CH2:24][N:17]2[C:16](=[O:32])[CH2:15][CH2:14]1)=[O:3])[C:6]1[CH:11]=[CH:10][CH:9]=[CH:8][CH:7]=1. The catalyst class is: 161. (4) Reactant: [NH2:1][C:2]1[CH:3]=[CH:4][C:5]([CH3:22])=[C:6]([NH:8][C:9]([C:11]2[CH:12]=[C:13]3[C:18](=[CH:19][CH:20]=2)[N:17]=[CH:16][NH:15][C:14]3=[O:21])=[O:10])[CH:7]=1.[C:23]([C:25]([C:28]1[CH:29]=[C:30]([CH:34]=[CH:35][CH:36]=1)[C:31](O)=[O:32])([CH3:27])[CH3:26])#[N:24].C(N(C(C)C)CC)(C)C.CN(C(ON1N=NC2C=CC=NC1=2)=[N+](C)C)C.F[P-](F)(F)(F)(F)F. Product: [C:23]([C:25]([C:28]1[CH:29]=[C:30]([CH:34]=[CH:35][CH:36]=1)[C:31]([NH:1][C:2]1[CH:3]=[CH:4][C:5]([CH3:22])=[C:6]([NH:8][C:9]([C:11]2[CH:12]=[C:13]3[C:18](=[CH:19][CH:20]=2)[N:17]=[CH:16][NH:15][C:14]3=[O:21])=[O:10])[CH:7]=1)=[O:32])([CH3:27])[CH3:26])#[N:24]. The catalyst class is: 3. (5) Reactant: Cl[CH:2]([O:4][C:5]([NH:7][CH2:8][C:9]1([CH2:15][C:16]([O:18][CH2:19][CH:20]=[CH2:21])=[O:17])[CH2:14][CH2:13][CH2:12][CH2:11][CH2:10]1)=[O:6])[CH3:3].[C:22]([OH:27])(=[O:26])[CH:23]([CH3:25])[CH3:24].CN1CCOCC1.CCCCCC. Product: [C:22]([O:27][CH:2]([O:4][C:5]([NH:7][CH2:8][C:9]1([CH2:15][C:16]([O:18][CH2:19][CH:20]=[CH2:21])=[O:17])[CH2:14][CH2:13][CH2:12][CH2:11][CH2:10]1)=[O:6])[CH3:3])(=[O:26])[CH:23]([CH3:25])[CH3:24]. The catalyst class is: 27.